Task: Predict hERG channel inhibition at various concentrations.. Dataset: hERG Central: cardiac toxicity at 1µM, 10µM, and general inhibition (1) The molecule is O=C(CCN1CCN(C/C=C/c2ccccc2)CC1)Nc1ccccc1. Results: hERG_inhib (hERG inhibition (general)): blocker. (2) The compound is O=C(CCCNC(=O)/C(=C\c1ccc(F)cc1)NC(=O)c1ccccc1)OCc1ccccc1. Results: hERG_inhib (hERG inhibition (general)): blocker. (3) The molecule is COC(=O)Cn1c(C(=O)N2CCCC2)cc2c1C[C@H]1CN(C(=O)c3ccccc3)[C@@](Cc3ccc(F)cc3)(C(=O)OC)[C@@H]21. Results: hERG_inhib (hERG inhibition (general)): blocker. (4) The compound is CCOC(=O)C1CCN(S(=O)(=O)c2cccc(-c3cn4ccccc4n3)c2)CC1. Results: hERG_inhib (hERG inhibition (general)): blocker. (5) Results: hERG_inhib (hERG inhibition (general)): blocker. The drug is CCOC(=O)c1cnc(SC)nc1Oc1cccc(NS(=O)(=O)c2ccc(F)cc2)c1.